Dataset: Reaction yield outcomes from USPTO patents with 853,638 reactions. Task: Predict the reaction yield, written as a fraction of the theoretical maximum amount of product (1.0 means a 100% yield; for example, 0.34 means a 34% yield). (1) The reactants are C(OC([N:8]1[CH2:13][CH2:12][N:11]([C:14]2[C:19]([Cl:20])=[N:18][CH:17]=[CH:16][N:15]=2)[CH2:10][CH2:9]1)=O)(C)(C)C.[ClH:21].O1CCOCC1. No catalyst specified. The product is [ClH:20].[ClH:21].[Cl:20][C:19]1[C:14]([N:11]2[CH2:10][CH2:9][NH:8][CH2:13][CH2:12]2)=[N:15][CH:16]=[CH:17][N:18]=1. The yield is 0.780. (2) The reactants are [F:1][C:2]1[CH:7]=[CH:6][C:5]([C:8]2[C:13]([CH3:14])=[C:12]([CH:15]([CH3:17])[CH3:16])[N:11]=[C:10]([N:18]([CH3:23])[S:19]([CH3:22])(=[O:21])=[O:20])[N:9]=2)=[CH:4][CH:3]=1.BrN1C(=[O:30])CCC1=O.C([O-])(O)=O.[Na+].O. The catalyst is C(#N)C. The product is [F:1][C:2]1[CH:3]=[CH:4][C:5]([C:8]2[C:13]([CH2:14][OH:30])=[C:12]([CH:15]([CH3:17])[CH3:16])[N:11]=[C:10]([N:18]([CH3:23])[S:19]([CH3:22])(=[O:21])=[O:20])[N:9]=2)=[CH:6][CH:7]=1. The yield is 0.950.